Dataset: Forward reaction prediction with 1.9M reactions from USPTO patents (1976-2016). Task: Predict the product of the given reaction. (1) Given the reactants C([C@@:8]1([C:33]([O-:35])=[O:34])[N:12]([C:13]([O:15][CH2:16][CH:17]2[C:29]3[CH:28]=[CH:27][CH:26]=[CH:25][C:24]=3[C:23]3[C:18]2=[CH:19][CH:20]=[CH:21][CH:22]=3)=[O:14])[C@H:11]2[CH2:30][CH2:31][CH2:32][C@H:10]2[CH2:9]1)C1C=CC=CC=1.C1CCCCC=1, predict the reaction product. The product is: [CH:28]1[C:29]2[CH:17]([CH2:16][O:15][C:13]([N:12]3[C@H:8]([C:33]([OH:35])=[O:34])[CH2:9][C@@H:10]4[CH2:32][CH2:31][CH2:30][C@H:11]34)=[O:14])[C:18]3[C:23](=[CH:22][CH:21]=[CH:20][CH:19]=3)[C:24]=2[CH:25]=[CH:26][CH:27]=1. (2) Given the reactants [I:1][C:2]1[NH:6][N:5]=[CH:4][C:3]=1[C:7]#[N:8].C(N(C(C)C)CC)(C)C.Cl[C:19]([O:21][CH2:22][CH3:23])=[O:20], predict the reaction product. The product is: [C:7]([C:3]1[C:2]([I:1])=[N:6][N:5]([C:19]([O:21][CH2:22][CH3:23])=[O:20])[CH:4]=1)#[N:8]. (3) The product is: [OH:4][C:5]1[C:6]([I:1])=[CH:7][C:8]2[CH2:9][C@H:10]3[NH:21][CH2:20][CH2:19][C@@:16]4([C:17]=2[CH:18]=1)[C@H:11]3[CH2:12][CH2:13][CH2:14][CH2:15]4. Given the reactants [I:1]I.Br.[OH:4][C:5]1[CH:6]=[CH:7][C:8]2[CH2:9][C@H:10]3[NH:21][CH2:20][CH2:19][C@@:16]4([C:17]=2[CH:18]=1)[C@H:11]3[CH2:12][CH2:13][CH2:14][CH2:15]4.C(=O)=O, predict the reaction product. (4) Given the reactants [F:1][C:2]1[CH:3]=[CH:4][C:5]([C:11](=O)[C:12]2[CH:17]=[CH:16][C:15]([F:18])=[CH:14][CH:13]=2)=[C:6]([CH:10]=1)[C:7](O)=[O:8].O.[NH2:21][NH2:22], predict the reaction product. The product is: [F:1][C:2]1[CH:10]=[C:6]2[C:5]([C:11]([C:12]3[CH:17]=[CH:16][C:15]([F:18])=[CH:14][CH:13]=3)=[N:21][NH:22][C:7]2=[O:8])=[CH:4][CH:3]=1. (5) The product is: [Br:1][C:2]1[CH:3]=[CH:4][C:5]([CH2:8][OH:9])=[N:6][CH:7]=1. Given the reactants [Br:1][C:2]1[CH:3]=[CH:4][C:5]([C:8](OC)=[O:9])=[N:6][CH:7]=1.[BH4-].[Na+], predict the reaction product. (6) Given the reactants Cl.[NH2:2][C:3]1[CH:7]=[CH:6][NH:5][C:4]=1[C:8]([O:10]CC)=O.[CH2:13]([O:15][CH2:16][C:17](=N)[NH2:18])[CH3:14], predict the reaction product. The product is: [CH2:13]([O:15][CH2:16][C:17]1[NH:18][C:8](=[O:10])[C:4]2[NH:5][CH:6]=[CH:7][C:3]=2[N:2]=1)[CH3:14]. (7) Given the reactants Br[C:2]1[CH:3]=[C:4]2[C:9](=[CH:10][C:11]=1[CH:12]([F:14])[F:13])[N:8]([C:15]1[C:19]3[CH2:20][N:21]([C:24]([O:26][C:27]([CH3:30])([CH3:29])[CH3:28])=[O:25])[CH2:22][CH2:23][C:18]=3[N:17]([CH:31]3[CH2:36][CH2:35][O:34][CH2:33][CH2:32]3)[N:16]=1)[CH2:7][CH2:6][CH:5]2[CH3:37].[CH3:38][N:39]1[CH:43]=[C:42](B2OC(C)(C)C(C)(C)O2)[CH:41]=[N:40]1.C([O-])([O-])=O.[Na+].[Na+].C1(P(C2CCCCC2)C2C=CC=CC=2C2C(C(C)C)=CC(C(C)C)=CC=2C(C)C)CCCCC1, predict the reaction product. The product is: [F:13][CH:12]([F:14])[C:11]1[CH:10]=[C:9]2[C:4]([CH:5]([CH3:37])[CH2:6][CH2:7][N:8]2[C:15]2[C:19]3[CH2:20][N:21]([C:24]([O:26][C:27]([CH3:29])([CH3:28])[CH3:30])=[O:25])[CH2:22][CH2:23][C:18]=3[N:17]([CH:31]3[CH2:36][CH2:35][O:34][CH2:33][CH2:32]3)[N:16]=2)=[CH:3][C:2]=1[C:42]1[CH:41]=[N:40][N:39]([CH3:38])[CH:43]=1.